From a dataset of Peptide-MHC class II binding affinity with 134,281 pairs from IEDB. Regression. Given a peptide amino acid sequence and an MHC pseudo amino acid sequence, predict their binding affinity value. This is MHC class II binding data. (1) The peptide sequence is AFKVAATMANAAPAN. The MHC is DRB1_0901 with pseudo-sequence DRB1_0901. The binding affinity (normalized) is 0.694. (2) The peptide sequence is AFKVAATHANAAPAN. The MHC is DRB1_0401 with pseudo-sequence DRB1_0401. The binding affinity (normalized) is 0.802. (3) The MHC is HLA-DQA10104-DQB10503 with pseudo-sequence HLA-DQA10104-DQB10503. The binding affinity (normalized) is 0.119. The peptide sequence is GTGSLVITASMSGHI. (4) The peptide sequence is STWYGKPTAAGPKDN. The MHC is HLA-DQA10201-DQB10202 with pseudo-sequence HLA-DQA10201-DQB10202. The binding affinity (normalized) is 0. (5) The peptide sequence is IVWVATEGALNTPKD. The MHC is DRB1_0101 with pseudo-sequence DRB1_0101. The binding affinity (normalized) is 0.801. (6) The peptide sequence is AAGDFWGGAGSAACQ. The MHC is HLA-DPA10301-DPB10402 with pseudo-sequence HLA-DPA10301-DPB10402. The binding affinity (normalized) is 0.182.